This data is from Peptide-MHC class II binding affinity with 134,281 pairs from IEDB. The task is: Regression. Given a peptide amino acid sequence and an MHC pseudo amino acid sequence, predict their binding affinity value. This is MHC class II binding data. (1) The peptide sequence is IVPPADKYRTFVATF. The MHC is DRB5_0101 with pseudo-sequence DRB5_0101. The binding affinity (normalized) is 0.475. (2) The peptide sequence is DTFRKLFRRYSNFLR. The MHC is DRB1_0301 with pseudo-sequence DRB1_0301. The binding affinity (normalized) is 0.231. (3) The peptide sequence is RSVQRNTVFKAGDLG. The MHC is DRB1_0802 with pseudo-sequence DRB1_0802. The binding affinity (normalized) is 0.366. (4) The peptide sequence is YDKFLANVSTVATGK. The MHC is DRB1_0101 with pseudo-sequence DRB1_0101. The binding affinity (normalized) is 0.855. (5) The peptide sequence is EGHHLASAAIFGHDG. The MHC is DRB1_0405 with pseudo-sequence DRB1_0405. The binding affinity (normalized) is 0.222. (6) The peptide sequence is EKKGFAATQFEPLAA. The binding affinity (normalized) is 0.380. The MHC is DRB1_1602 with pseudo-sequence DRB1_1602. (7) The binding affinity (normalized) is 0. The peptide sequence is KFDALSGSQEVEFIG. The MHC is DRB1_1301 with pseudo-sequence DRB1_1301.